Task: Predict the product of the given reaction.. Dataset: Forward reaction prediction with 1.9M reactions from USPTO patents (1976-2016) Given the reactants CO.[O:3]1[C:12]2[CH:11]=[C:10]([CH2:13][NH:14][CH:15]3[CH2:20][CH2:19][N:18]([CH2:21][CH2:22][N:23]4[C:32]5[C:27](=[CH:28][CH:29]=[C:30]([O:33][CH3:34])[CH:31]=5)[N:26]=[CH:25][C:24]4=[O:35])[CH:17]([C:36]([O:38]C)=O)[CH2:16]3)[N:9]=[CH:8][C:7]=2[O:6][CH2:5][CH2:4]1.[OH-].[Na+].Cl, predict the reaction product. The product is: [O:3]1[C:12]2[CH:11]=[C:10]([CH2:13][N:14]3[C:36](=[O:38])[CH:17]4[CH2:16][CH:15]3[CH2:20][CH2:19][N:18]4[CH2:21][CH2:22][N:23]3[C:32]4[C:27](=[CH:28][CH:29]=[C:30]([O:33][CH3:34])[CH:31]=4)[N:26]=[CH:25][C:24]3=[O:35])[N:9]=[CH:8][C:7]=2[O:6][CH2:5][CH2:4]1.